Dataset: Reaction yield outcomes from USPTO patents with 853,638 reactions. Task: Predict the reaction yield, written as a fraction of the theoretical maximum amount of product (1.0 means a 100% yield; for example, 0.34 means a 34% yield). (1) The reactants are [Br:1][C:2]1[CH:3]=[C:4]2[C:12](=[CH:13][CH:14]=1)[NH:11][C:10]1[C:9](=O)[CH2:8][CH2:7][CH2:6][C:5]2=1.[CH3:16][C@@H:17]([NH2:24])[C:18]1[CH:23]=[CH:22][CH:21]=[CH:20][CH:19]=1.C1(C)C=CC(S(O)(=O)=O)=CC=1.C(O)=O.C(N(CC)CC)C. The catalyst is C1(C)C=CC=CC=1.ClCCl. The product is [Br:1][C:2]1[CH:3]=[C:4]2[C:12](=[CH:13][CH:14]=1)[NH:11][C:10]1[C@H:9]([NH:24][C@@H:17]([C:18]3[CH:23]=[CH:22][CH:21]=[CH:20][CH:19]=3)[CH3:16])[CH2:8][CH2:7][CH2:6][C:5]2=1. The yield is 0.680. (2) The reactants are [NH3:1].[CH3:2][C:3]1[S:4][C:5]([S:9](Cl)(=[O:11])=[O:10])=[C:6]([CH3:8])[N:7]=1. The catalyst is C1COCC1. The product is [CH3:2][C:3]1[S:4][C:5]([S:9]([NH2:1])(=[O:11])=[O:10])=[C:6]([CH3:8])[N:7]=1. The yield is 0.970. (3) The product is [C:1]([NH:5][C:6]([C:8]1[C:12]2=[N:13][C:14]([C:17]3[C:25]4[C:20](=[CH:21][CH:22]=[C:23]([O:26][CH:27]([F:29])[F:28])[CH:24]=4)[N:19]([CH2:30][CH2:31][CH:32]([OH:33])[CH2:36][OH:35])[N:18]=3)=[CH:15][N:16]=[C:11]2[NH:10][CH:9]=1)=[O:7])([CH3:4])([CH3:2])[CH3:3]. The catalyst is ClCCl. The yield is 0.390. The reactants are [C:1]([NH:5][C:6]([C:8]1[C:12]2=[N:13][C:14]([C:17]3[C:25]4[C:20](=[CH:21][CH:22]=[C:23]([O:26][CH:27]([F:29])[F:28])[CH:24]=4)[N:19]([CH2:30][CH2:31][CH:32]4[CH2:36][O:35]C(C)(C)[O:33]4)[N:18]=3)=[CH:15][N:16]=[C:11]2[N:10](C(C2C=CC=CC=2)(C2C=CC=CC=2)C2C=CC=CC=2)[CH:9]=1)=[O:7])([CH3:4])([CH3:3])[CH3:2].FC(F)(F)C(O)=O. (4) The reactants are [F:1][C:2]1[C:34]([O:35][CH3:36])=[CH:33][C:32]([C:37](=[O:40])[NH:38][CH3:39])=[CH:31][C:3]=1[CH2:4][CH2:5][C:6]1[CH:7]=[N:8][C:9]([NH:12][C:13]2[CH:14]=[N:15][N:16]([C@@H:18]3[CH2:23][CH2:22][CH2:21][N:20](C(OC(C)(C)C)=O)[CH2:19]3)[CH:17]=2)=[N:10][CH:11]=1. The catalyst is CO.Cl. The product is [F:1][C:2]1[C:3]([CH2:4][CH2:5][C:6]2[CH:7]=[N:8][C:9]([NH:12][C:13]3[CH:14]=[N:15][N:16]([C@@H:18]4[CH2:23][CH2:22][CH2:21][NH:20][CH2:19]4)[CH:17]=3)=[N:10][CH:11]=2)=[CH:31][C:32]([C:37]([NH:38][CH3:39])=[O:40])=[CH:33][C:34]=1[O:35][CH3:36]. The yield is 0.664.